Dataset: Catalyst prediction with 721,799 reactions and 888 catalyst types from USPTO. Task: Predict which catalyst facilitates the given reaction. (1) The catalyst class is: 132. Reactant: [C:1]([O:5][C:6]([N:8]([CH2:26][C:27]([O:29][C:30]([CH3:33])([CH3:32])[CH3:31])=[O:28])[C:9]1[CH:14]=[CH:13][CH:12]=[C:11]([CH2:15][NH:16][S:17]([C:20]2[CH:25]=[CH:24][CH:23]=[CH:22][N:21]=2)(=[O:19])=[O:18])[N:10]=1)=[O:7])([CH3:4])([CH3:3])[CH3:2].[F:34][C:35]([F:51])([F:50])[CH2:36][CH2:37][CH2:38][C:39]([C:42]1[CH:49]=[CH:48][C:45]([CH2:46]O)=[CH:44][CH:43]=1)([CH3:41])[CH3:40].C(P(CCCC)CCCC)CCC.CN(C)C(N=NC(N(C)C)=O)=O. Product: [C:1]([O:5][C:6]([N:8]([CH2:26][C:27]([O:29][C:30]([CH3:33])([CH3:32])[CH3:31])=[O:28])[C:9]1[CH:14]=[CH:13][CH:12]=[C:11]([CH:15]([CH2:46][C:45]2[CH:44]=[CH:43][C:42]([C:39]([CH3:41])([CH3:40])[CH2:38][CH2:37][CH2:36][C:35]([F:34])([F:51])[F:50])=[CH:49][CH:48]=2)[NH:16][S:17]([C:20]2[CH:25]=[CH:24][CH:23]=[CH:22][N:21]=2)(=[O:19])=[O:18])[N:10]=1)=[O:7])([CH3:4])([CH3:3])[CH3:2]. (2) Reactant: [NH2:1][C:2]1[CH:26]=[C:25]([Cl:27])[CH:24]=[CH:23][C:3]=1[O:4][CH2:5][C:6]([N:8]1[CH2:13][CH2:12][N:11]([CH2:14][C:15]2[CH:20]=[CH:19][C:18]([F:21])=[CH:17][CH:16]=2)[CH2:10][C@H:9]1[CH3:22])=[O:7].N1C=CC=CC=1.Cl[C:35]([O:37][C:38]1[CH:43]=[CH:42][C:41]([N+:44]([O-:46])=[O:45])=[CH:40][CH:39]=1)=[O:36]. The catalyst class is: 4. Product: [N+:44]([C:41]1[CH:40]=[CH:39][C:38]([O:37][C:35](=[O:36])[NH:1][C:2]2[CH:26]=[C:25]([Cl:27])[CH:24]=[CH:23][C:3]=2[O:4][CH2:5][C:6]([N:8]2[CH2:13][CH2:12][N:11]([CH2:14][C:15]3[CH:20]=[CH:19][C:18]([F:21])=[CH:17][CH:16]=3)[CH2:10][C@H:9]2[CH3:22])=[O:7])=[CH:43][CH:42]=1)([O-:46])=[O:45]. (3) Reactant: CC(OI1(OC(C)=O)(OC(C)=O)OC(=O)C2C=CC=CC1=2)=O.[OH:23][N:24]1[C:29]([CH3:31])([CH3:30])[CH2:28][CH:27]([CH2:32][OH:33])[CH2:26][C:25]1([CH3:35])[CH3:34].O. Product: [OH:23][N:24]1[C:29]([CH3:30])([CH3:31])[CH2:28][CH:27]([CH:32]=[O:33])[CH2:26][C:25]1([CH3:35])[CH3:34]. The catalyst class is: 4. (4) Reactant: [NH2:1][CH2:2][CH:3]1[CH:8]([CH3:9])[CH2:7][CH2:6][CH2:5][N:4]1[C:10]([C:12]1[N:13]=[C:14]([CH3:23])[S:15][C:16]=1[C:17]1[CH:22]=[CH:21][CH:20]=[CH:19][CH:18]=1)=[O:11].Cl[C:25]1[O:26][C:27]2[CH:33]=[CH:32][CH:31]=[CH:30][C:28]=2[N:29]=1.CCN(C(C)C)C(C)C. Product: [O:26]1[C:27]2[CH:33]=[CH:32][CH:31]=[CH:30][C:28]=2[N:29]=[C:25]1[NH:1][CH2:2][C@H:3]1[C@@H:8]([CH3:9])[CH2:7][CH2:6][CH2:5][N:4]1[C:10]([C:12]1[N:13]=[C:14]([CH3:23])[S:15][C:16]=1[C:17]1[CH:18]=[CH:19][CH:20]=[CH:21][CH:22]=1)=[O:11]. The catalyst class is: 2. (5) Reactant: [OH:1][C:2]1[CH:3]=[CH:4][C:5]([N+:10]([O-:12])=[O:11])=[C:6]([CH:9]=1)[CH:7]=[O:8].C(=O)([O-])[O-].[Cs+].[Cs+].[CH2:19](I)[CH3:20].O. Product: [CH2:19]([O:1][C:2]1[CH:3]=[CH:4][C:5]([N+:10]([O-:12])=[O:11])=[C:6]([CH:9]=1)[CH:7]=[O:8])[CH3:20]. The catalyst class is: 9.